From a dataset of Reaction yield outcomes from USPTO patents with 853,638 reactions. Predict the reaction yield, written as a fraction of the theoretical maximum amount of product (1.0 means a 100% yield; for example, 0.34 means a 34% yield). (1) The reactants are Br[C:2]1[C:10]2[C:5](=[CH:6][CH:7]=[C:8]([C:11]#[N:12])[CH:9]=2)[N:4]([CH:13]2[CH2:18][CH2:17][CH2:16][CH2:15][O:14]2)[N:3]=1.[CH3:19][O:20][C:21]1[CH:22]=[C:23](B(O)O)[CH:24]=[CH:25][CH:26]=1.ClCCl.P([O-])([O-])([O-])=O.[K+].[K+].[K+]. The catalyst is COCCOC.C1(P(C2C=CC=CC=2)[C-]2C=CC=C2)C=CC=CC=1.[C-]1(P(C2C=CC=CC=2)C2C=CC=CC=2)C=CC=C1.[Fe+2]. The product is [CH3:19][O:20][C:21]1[CH:26]=[C:25]([C:2]2[C:10]3[C:5](=[CH:6][CH:7]=[C:8]([C:11]#[N:12])[CH:9]=3)[N:4]([CH:13]3[CH2:18][CH2:17][CH2:16][CH2:15][O:14]3)[N:3]=2)[CH:24]=[CH:23][CH:22]=1. The yield is 0.870. (2) The reactants are Br[CH2:2][C:3]([NH:5][C:6]1[C:11](Br)=[N:10][C:9]([Br:13])=[CH:8][N:7]=1)=[O:4].[CH:14]([N:17](C(C)C)CC)(C)[CH3:15].Cl.C(N)C. The catalyst is C(#N)C. The product is [Br:13][C:9]1[N:10]=[C:11]2[N:17]([CH2:14][CH3:15])[CH2:2][C:3](=[O:4])[NH:5][C:6]2=[N:7][CH:8]=1. The yield is 0.360. (3) The reactants are Cl.CN(C)CCCN=C=NCC.[NH2:13][C:14](=[N:20][OH:21])[C:15]([O:17][CH2:18][CH3:19])=[O:16].[Br:22][C:23]1[CH:24]=[C:25]([CH:29]=[C:30]([Br:33])[C:31]=1[OH:32])[C:26](O)=O. The catalyst is N1C=CC=CC=1. The product is [Br:22][C:23]1[CH:24]=[C:25]([C:26]2[O:21][N:20]=[C:14]([C:15]([O:17][CH2:18][CH3:19])=[O:16])[N:13]=2)[CH:29]=[C:30]([Br:33])[C:31]=1[OH:32]. The yield is 0.120. (4) The reactants are [CH2:1]([N:8]1[CH2:13][CH2:12][P:11](=[O:22])(CC2C=CC(F)=CC=2)[CH2:10][CH2:9]1)[C:2]1[CH:7]=[CH:6]C=CC=1.[ClH:23]. The catalyst is C(O)C. The product is [ClH:23].[CH:2]1([CH2:1][N:8]2[CH2:9][CH2:10][PH:11](=[O:22])[CH2:12][CH2:13]2)[CH2:7][CH2:6]1. The yield is 0.920. (5) The reactants are [Br:1][C:2]1[CH:3]=[N:4][C:5]2[C:10]([CH:11]=1)=[N:9][CH:8]=[CH:7][CH:6]=2.ClC1C=CC=C(C(OO)=[O:20])C=1. The catalyst is ClCCl. The product is [Br:1][C:2]1[CH:3]=[N:4][C:5]2[CH:6]=[CH:7][CH:8]=[N+:9]([O-:20])[C:10]=2[CH:11]=1. The yield is 0.740.